Predict the reaction yield, written as a fraction of the theoretical maximum amount of product (1.0 means a 100% yield; for example, 0.34 means a 34% yield). From a dataset of Buchwald-Hartwig C-N cross coupling reaction yields with 55,370 reactions. The reactants are FC(F)(F)c1ccc(I)cc1.Cc1ccc(N)cc1.O=S(=O)(O[Pd]1c2ccccc2-c2ccccc2N~1)C(F)(F)F.COc1ccc(OC)c(P(C(C)(C)C)C(C)(C)C)c1-c1c(C(C)C)cc(C(C)C)cc1C(C)C.CN1CCCN2CCCN=C12.COC(=O)c1cc(-c2ccco2)on1. No catalyst specified. The product is Cc1ccc(Nc2ccc(C(F)(F)F)cc2)cc1. The yield is 0.417.